The task is: Predict the reactants needed to synthesize the given product.. This data is from Retrosynthesis with 50K atom-mapped reactions and 10 reaction types from USPTO. (1) Given the product CCN1[Se]c2ccccc2C1(C)C, predict the reactants needed to synthesize it. The reactants are: CC1(C)N[Se]c2ccccc21.CCBr. (2) The reactants are: CC(C)(C)OC(=O)CBr.CN(CC(=O)O)C(=O)OCC1c2ccccc2-c2ccccc21. Given the product CN(CC(=O)OCC(=O)OC(C)(C)C)C(=O)OCC1c2ccccc2-c2ccccc21, predict the reactants needed to synthesize it.